From a dataset of Full USPTO retrosynthesis dataset with 1.9M reactions from patents (1976-2016). Predict the reactants needed to synthesize the given product. (1) Given the product [C:13]1([CH2:19][CH2:20][CH2:21][CH2:22][CH2:23][O:24][C:2]2[N:10]=[CH:9][CH:8]=[CH:7][C:3]=2[C:4]([OH:6])=[O:5])[CH:18]=[CH:17][CH:16]=[CH:15][CH:14]=1, predict the reactants needed to synthesize it. The reactants are: Cl[C:2]1[N:10]=[CH:9][CH:8]=[CH:7][C:3]=1[C:4]([OH:6])=[O:5].[H-].[Na+].[C:13]1([CH2:19][CH2:20][CH2:21][CH2:22][CH2:23][OH:24])[CH:18]=[CH:17][CH:16]=[CH:15][CH:14]=1.Cl. (2) Given the product [C:46]([O:45][C:43]([NH:42][C@H:34]([CH2:35][C:36]1[CH:41]=[CH:40][CH:39]=[CH:38][CH:37]=1)[C:33]([NH:32][C@@H:4]([CH2:5][CH2:6][CH2:7][C:8]1[N:9]=[CH:10][N:11]([C:13]([C:20]2[CH:21]=[CH:22][CH:23]=[CH:24][CH:25]=2)([C:26]2[CH:27]=[CH:28][CH:29]=[CH:30][CH:31]=2)[C:14]2[CH:15]=[CH:16][CH:17]=[CH:18][CH:19]=2)[CH:12]=1)[C:3]([OH:51])=[O:2])=[O:50])=[O:44])([CH3:49])([CH3:47])[CH3:48], predict the reactants needed to synthesize it. The reactants are: C[O:2][C:3](=[O:51])[C@@H:4]([NH:32][C:33](=[O:50])[C@H:34]([NH:42][C:43]([O:45][C:46]([CH3:49])([CH3:48])[CH3:47])=[O:44])[CH2:35][C:36]1[CH:41]=[CH:40][CH:39]=[CH:38][CH:37]=1)[CH2:5][CH2:6][CH2:7][C:8]1[N:9]=[CH:10][N:11]([C:13]([C:26]2[CH:31]=[CH:30][CH:29]=[CH:28][CH:27]=2)([C:20]2[CH:25]=[CH:24][CH:23]=[CH:22][CH:21]=2)[C:14]2[CH:19]=[CH:18][CH:17]=[CH:16][CH:15]=2)[CH:12]=1.O.[OH-].[Li+].O. (3) Given the product [Cl:20][C:21]1[CH:26]=[CH:25][C:24]([C:2]2[C:7]3=[N:8][C:9]([C:12]([N:14]4[CH2:18][CH2:17][CH:16]([OH:19])[CH2:15]4)=[O:13])=[CH:10][N:11]=[C:6]3[CH:5]=[N:4][CH:3]=2)=[CH:23][C:22]=1[F:30], predict the reactants needed to synthesize it. The reactants are: Br[C:2]1[C:7]2=[N:8][C:9]([C:12]([N:14]3[CH2:18][CH2:17][CH:16]([OH:19])[CH2:15]3)=[O:13])=[CH:10][N:11]=[C:6]2[CH:5]=[N:4][CH:3]=1.[Cl:20][C:21]1[CH:26]=[CH:25][C:24](B(O)O)=[CH:23][C:22]=1[F:30].C(=O)([O-])[O-].[Cs+].[Cs+].O1CCOCC1.